Dataset: Forward reaction prediction with 1.9M reactions from USPTO patents (1976-2016). Task: Predict the product of the given reaction. (1) The product is: [CH2:29]([O:36][CH2:37][CH2:38][O:39][C:40]1[CH:45]=[CH:44][C:43]([NH:46][C:47](=[O:58])[CH2:48][C:49]2[C:50]([F:57])=[CH:51][C:52]([C:8]3[CH:7]=[N:6][C:5]([O:19][CH2:20][C:21]4[CH:22]=[CH:23][C:24]([O:27][CH3:28])=[CH:25][CH:26]=4)=[C:4]([O:3][CH2:1][CH3:2])[CH:9]=3)=[CH:53][C:54]=2[F:55])=[CH:42][C:41]=1[C:59]([F:61])([F:60])[F:62])[C:30]1[CH:35]=[CH:34][CH:33]=[CH:32][CH:31]=1. Given the reactants [CH2:1]([O:3][C:4]1[C:5]([O:19][CH2:20][C:21]2[CH:26]=[CH:25][C:24]([O:27][CH3:28])=[CH:23][CH:22]=2)=[N:6][CH:7]=[C:8](B2OC(C)(C)C(C)(C)O2)[CH:9]=1)[CH3:2].[CH2:29]([O:36][CH2:37][CH2:38][O:39][C:40]1[CH:45]=[CH:44][C:43]([NH:46][C:47](=[O:58])[CH2:48][C:49]2[C:54]([F:55])=[CH:53][C:52](Br)=[CH:51][C:50]=2[F:57])=[CH:42][C:41]=1[C:59]([F:62])([F:61])[F:60])[C:30]1[CH:35]=[CH:34][CH:33]=[CH:32][CH:31]=1.C([O-])([O-])=O.[Cs+].[Cs+], predict the reaction product. (2) Given the reactants C1(P(C2C=CC=CC=2)C2C=CC=CC=2)C=CC=CC=1.[N:20]([CH2:23][C@H:24]1[O:28][C:27](=[O:29])[N:26]([C:30]2[CH:35]=[CH:34][C:33]([C:36]([NH2:38])=[O:37])=[C:32]([F:39])[CH:31]=2)[CH2:25]1)=[N+]=[N-].O, predict the reaction product. The product is: [NH2:20][CH2:23][C@@H:24]1[O:28][C:27](=[O:29])[N:26]([C:30]2[CH:35]=[CH:34][C:33]([C:36]([NH2:38])=[O:37])=[C:32]([F:39])[CH:31]=2)[CH2:25]1. (3) The product is: [Br:1][C:2]1[CH:7]=[CH:6][C:5]([C:8]([OH:22])([CH3:24])[C:9](=[O:21])[N:10]2[CH2:16][C:15]3([CH3:18])[CH2:17][CH:11]2[CH2:12][C:13]([CH3:19])([CH3:20])[CH2:14]3)=[C:4]([F:23])[CH:3]=1. Given the reactants [Br:1][C:2]1[CH:7]=[CH:6][C:5]([C:8](=[O:22])[C:9](=[O:21])[N:10]2[CH2:16][C:15]3([CH3:18])[CH2:17][CH:11]2[CH2:12][C:13]([CH3:20])([CH3:19])[CH2:14]3)=[C:4]([F:23])[CH:3]=1.[CH3:24][Mg]Br.C(=O)(O)[O-].[Na+], predict the reaction product. (4) Given the reactants [CH3:1][CH:2]([CH3:18])[CH2:3][C@H:4]([NH2:17])[C:5]1[CH:10]=[CH:9][CH:8]=[CH:7][C:6]=1[N:11]1[CH2:16][CH2:15][CH2:14][CH2:13][CH2:12]1.[CH2:19]([O:21][C:22]1[CH:23]=[C:24]([CH2:33][C:34](O)=[O:35])[CH:25]=[CH:26][C:27]=1[C:28]([O:30][CH2:31][CH3:32])=[O:29])[CH3:20].B(O)(O)O, predict the reaction product. The product is: [CH2:19]([O:21][C:22]1[CH:23]=[C:24]([CH2:33][C:34]([NH:17][C@H:4]([C:5]2[CH:10]=[CH:9][CH:8]=[CH:7][C:6]=2[N:11]2[CH2:16][CH2:15][CH2:14][CH2:13][CH2:12]2)[CH2:3][CH:2]([CH3:18])[CH3:1])=[O:35])[CH:25]=[CH:26][C:27]=1[C:28]([O:30][CH2:31][CH3:32])=[O:29])[CH3:20]. (5) Given the reactants [C:1]([O:5][C:6]([N:8]1[CH2:16][C:15]2[C:10](=[CH:11][CH:12]=[C:13](I)[CH:14]=2)[CH2:9]1)=[O:7])([CH3:4])([CH3:3])[CH3:2].[CH:18]1([CH2:21][OH:22])[CH2:20][CH2:19]1, predict the reaction product. The product is: [C:1]([O:5][C:6]([N:8]1[CH2:16][C:15]2[C:10](=[CH:11][CH:12]=[C:13]([O:22][CH2:21][CH:18]3[CH2:20][CH2:19]3)[CH:14]=2)[CH2:9]1)=[O:7])([CH3:4])([CH3:3])[CH3:2]. (6) Given the reactants [OH:1][C:2]1[CH:9]=[CH:8][C:5]([CH:6]=[O:7])=[CH:4][CH:3]=1.[CH3:10][O:11][C:12]1[CH:19]=[CH:18][C:15]([CH2:16]Cl)=[CH:14][CH:13]=1.C(=O)([O-])[O-].[K+].[K+], predict the reaction product. The product is: [CH3:10][O:11][C:12]1[CH:19]=[CH:18][C:15]([CH2:16][O:1][C:2]2[CH:9]=[CH:8][C:5]([CH:6]=[O:7])=[CH:4][CH:3]=2)=[CH:14][CH:13]=1. (7) Given the reactants C(OC([N:8]1[C:16]2[CH2:15][CH2:14][N:13]([C:17]([O:19][C:20]([CH3:23])([CH3:22])[CH3:21])=[O:18])[CH2:12][C:11]=2[N:10]=[CH:9]1)=O)(C)(C)C.[OH-].[Na+], predict the reaction product. The product is: [C:20]([O:19][C:17]([N:13]1[CH2:12][C:11]2[N:10]=[CH:9][NH:8][C:16]=2[CH2:15][CH2:14]1)=[O:18])([CH3:23])([CH3:21])[CH3:22]. (8) Given the reactants I.[Br:2][C:3]1[CH:12]=[C:11]2[C:6]([CH2:7][CH:8]([CH3:13])[NH:9][CH2:10]2)=[CH:5][CH:4]=1.[C:14]([O:18][C:19](O[C:19]([O:18][C:14]([CH3:17])([CH3:16])[CH3:15])=[O:20])=[O:20])([CH3:17])([CH3:16])[CH3:15].C(=O)([O-])[O-].[Na+].[Na+], predict the reaction product. The product is: [Br:2][C:3]1[CH:12]=[C:11]2[C:6]([CH2:7][CH:8]([CH3:13])[N:9]([C:19]([O:18][C:14]([CH3:17])([CH3:16])[CH3:15])=[O:20])[CH2:10]2)=[CH:5][CH:4]=1. (9) Given the reactants C(O[C:6]([N:8]1[CH2:12][CH2:11][CH2:10][CH:9]1[CH:13]([O:15][CH3:16])[CH3:14])=O)(C)(C)C.C(O)(C(F)(F)F)=O.[N+:24]([C:27]1[CH:34]=[CH:33][C:30](CBr)=[CH:29][CH:28]=1)([O-:26])=[O:25].C([O-])([O-])=O.[K+].[K+], predict the reaction product. The product is: [CH3:16][O:15][CH:13]([CH:9]1[CH2:10][CH2:11][CH2:12][N:8]1[CH2:6][C:30]1[CH:33]=[CH:34][C:27]([N+:24]([O-:26])=[O:25])=[CH:28][CH:29]=1)[CH3:14].